The task is: Predict the product of the given reaction.. This data is from Forward reaction prediction with 1.9M reactions from USPTO patents (1976-2016). (1) Given the reactants C1C=C(Cl)C=C(C(OO)=[O:9])C=1.[F:12][C:13]1[CH:14]=[C:15]([C:20]2[N:24]([CH3:25])[C:23]([S:26][CH3:27])=[N:22][N:21]=2)[CH:16]=[C:17]([F:19])[CH:18]=1.[OH-:28].[Na+], predict the reaction product. The product is: [F:12][C:13]1[CH:14]=[C:15]([C:20]2[N:24]([CH3:25])[C:23]([S:26]([CH3:27])(=[O:9])=[O:28])=[N:22][N:21]=2)[CH:16]=[C:17]([F:19])[CH:18]=1. (2) Given the reactants [H-].[Na+].[CH3:3][O:4][C:5](=[O:23])[C:6]1[CH:11]=[C:10]([N+:12]([O-:14])=[O:13])[CH:9]=[C:8]([NH:15][C:16](=[O:22])[CH2:17][CH2:18][CH2:19][CH2:20]Cl)[CH:7]=1.CO, predict the reaction product. The product is: [CH3:3][O:4][C:5](=[O:23])[C:6]1[CH:7]=[C:8]([N:15]2[CH2:20][CH2:19][CH2:18][CH2:17][C:16]2=[O:22])[CH:9]=[C:10]([N+:12]([O-:14])=[O:13])[CH:11]=1. (3) Given the reactants FC(F)(F)S(O[C:7]1[C:12]([CH3:13])=[CH:11][CH:10]=[CH:9][C:8]=1[O:14][CH3:15])(=O)=O.[C:18](=[N:31][NH2:32])([C:25]1[CH:30]=[CH:29][CH:28]=[CH:27][CH:26]=1)[C:19]1[CH:24]=[CH:23][CH:22]=[CH:21][CH:20]=1.C1C=CC(P(C2C(C3C(P(C4C=CC=CC=4)C4C=CC=CC=4)=CC=C4C=3C=CC=C4)=C3C(C=CC=C3)=CC=2)C2C=CC=CC=2)=CC=1.C(=O)([O-])[O-].[Cs+].[Cs+], predict the reaction product. The product is: [CH3:15][O:14][C:8]1[CH:9]=[CH:10][CH:11]=[C:12]([CH3:13])[C:7]=1[NH:32][N:31]=[C:18]([C:19]1[CH:24]=[CH:23][CH:22]=[CH:21][CH:20]=1)[C:25]1[CH:30]=[CH:29][CH:28]=[CH:27][CH:26]=1. (4) Given the reactants [Cl:1][C:2]1[C:15]2[N:14](C=O)[C:13]3[C:8](=[CH:9][CH:10]=[CH:11][C:12]=3[Cl:18])[S:7][C:6]=2[CH:5]=[CH:4][CH:3]=1.[OH-].[K+], predict the reaction product. The product is: [Cl:1][C:2]1[C:15]2[NH:14][C:13]3[C:8](=[CH:9][CH:10]=[CH:11][C:12]=3[Cl:18])[S:7][C:6]=2[CH:5]=[CH:4][CH:3]=1. (5) The product is: [C:1]([O:5][C:6]([N:8]1[C@@H:13]([CH2:14][OH:15])[CH2:12][O:11][C@@H:10]([O:23][CH2:24][C:25]([CH3:28])([CH3:27])[CH3:26])[C@@H:9]1[CH3:29])=[O:7])([CH3:4])([CH3:3])[CH3:2]. Given the reactants [C:1]([O:5][C:6]([N:8]1[C@@H:13]([CH2:14][O:15]CC2C=CC=CC=2)[CH2:12][O:11][C@@H:10]([O:23][CH2:24][C:25]([CH3:28])([CH3:27])[CH3:26])[C@@H:9]1[CH3:29])=[O:7])([CH3:4])([CH3:3])[CH3:2], predict the reaction product. (6) Given the reactants [NH2:1][C:2]1[CH:7]=[C:6]([CH3:8])[CH:5]=[CH:4][N:3]=1.Br[CH2:10][C:11]([C:13]1[CH:18]=[CH:17][C:16]([O:19][CH3:20])=[CH:15][CH:14]=1)=O, predict the reaction product. The product is: [CH3:20][O:19][C:16]1[CH:17]=[CH:18][C:13]([C:11]2[N:1]=[C:2]3[CH:7]=[C:6]([CH3:8])[CH:5]=[CH:4][N:3]3[CH:10]=2)=[CH:14][CH:15]=1. (7) Given the reactants [CH2:1]([O:3][C:4]1[CH:11]=[CH:10][CH:9]=[CH:8][C:5]=1[CH:6]=O)[CH3:2].[C:12]([NH:16][OH:17])([CH3:15])([CH3:14])[CH3:13], predict the reaction product. The product is: [CH2:1]([O:3][C:4]1[CH:11]=[CH:10][CH:9]=[CH:8][C:5]=1[CH:6]=[N+:16]([C:12]([CH3:15])([CH3:14])[CH3:13])[O-:17])[CH3:2].